This data is from Catalyst prediction with 721,799 reactions and 888 catalyst types from USPTO. The task is: Predict which catalyst facilitates the given reaction. Reactant: C(OC([N:8]1[C@H:20]([C:21]([OH:23])=[O:22])[CH2:19][C:18]2[C:17]3[C:12](=[CH:13][CH:14]=[CH:15][CH:16]=3)[N:11]([CH2:24][C:25]3[CH:30]=[CH:29][C:28]([F:31])=[CH:27][CH:26]=3)[C:10]=2[CH2:9]1)=O)(C)(C)C.Cl.O1CCOCC1.CCN(CC)CC. Product: [F:31][C:28]1[CH:29]=[CH:30][C:25]([CH2:24][N:11]2[C:12]3[C:17](=[CH:16][CH:15]=[CH:14][CH:13]=3)[C:18]3[CH2:19][C@@H:20]([C:21]([OH:23])=[O:22])[NH:8][CH2:9][C:10]2=3)=[CH:26][CH:27]=1. The catalyst class is: 6.